This data is from Forward reaction prediction with 1.9M reactions from USPTO patents (1976-2016). The task is: Predict the product of the given reaction. (1) Given the reactants [C:1]1([CH2:7][O:8][C:9]2[CH:23]=[CH:22][C:21]([O:24][CH2:25][C@H:26]3[CH2:30][CH2:29][CH2:28][NH:27]3)=[CH:20][C:10]=2[C:11]([NH:13][C:14]2[CH:15]=[N:16][CH:17]=[CH:18][CH:19]=2)=[O:12])[CH:6]=[CH:5][CH:4]=[CH:3][CH:2]=1.C=O.[C:33](=O)=O.C([O-])(O)=O.[Na+], predict the reaction product. The product is: [CH3:33][N:27]1[CH2:28][CH2:29][CH2:30][C@@H:26]1[CH2:25][O:24][C:21]1[CH:22]=[CH:23][C:9]([O:8][CH2:7][C:1]2[CH:2]=[CH:3][CH:4]=[CH:5][CH:6]=2)=[C:10]([CH:20]=1)[C:11]([NH:13][C:14]1[CH:15]=[N:16][CH:17]=[CH:18][CH:19]=1)=[O:12]. (2) Given the reactants [Cl:1][C:2]1[CH:3]=[CH:4][C:5]2[C:11](=O)[C:10](=[CH:13]N(C)C)[CH2:9][C:8](=[O:17])[N:7]([CH3:18])[C:6]=2[CH:19]=1.[NH:20]([C:24]1[CH:32]=[CH:31][C:27]([C:28]([OH:30])=[O:29])=[CH:26][CH:25]=1)[C:21]([NH2:23])=[NH:22], predict the reaction product. The product is: [Cl:1][C:2]1[CH:3]=[CH:4][C:5]2[C:11]3[N:22]=[C:21]([NH:20][C:24]4[CH:32]=[CH:31][C:27]([C:28]([OH:30])=[O:29])=[CH:26][CH:25]=4)[N:23]=[CH:13][C:10]=3[CH2:9][C:8](=[O:17])[N:7]([CH3:18])[C:6]=2[CH:19]=1. (3) The product is: [Cl:17][C:10]1[CH:9]=[C:8]([C:18](=[O:20])[CH3:19])[C:7]([N:28]2[CH2:29][CH2:30][CH:26]([O:25][CH3:24])[CH2:27]2)=[C:16]2[C:11]=1[CH:12]=[CH:13][CH:14]=[N:15]2. Given the reactants FC(F)(F)S(O[C:7]1[C:8]([C:18](=[O:20])[CH3:19])=[CH:9][C:10]([Cl:17])=[C:11]2[C:16]=1[N:15]=[CH:14][CH:13]=[CH:12]2)(=O)=O.Cl.[CH3:24][O:25][CH:26]1[CH2:30][CH2:29][NH:28][CH2:27]1.C(=O)([O-])[O-].[Cs+].[Cs+], predict the reaction product. (4) Given the reactants Br[CH2:2][CH2:3][CH2:4][CH2:5][N:6]1[C:14]([O:15]C)=[N:13][C:12]2[C:7]1=[N:8][C:9]([O:18][CH2:19][CH2:20][CH2:21][CH3:22])=[N:10][C:11]=2[NH2:17].[CH3:23][N:24]([CH3:31])[CH2:25][C:26]([CH3:30])([CH3:29])[CH2:27][NH2:28].C(=O)([O-])[O-].[K+].[K+].[CH3:38][O:39][C:40](=[O:50])[CH2:41][C:42]1[CH:47]=[CH:46][CH:45]=[C:44]([CH2:48]Br)[CH:43]=1, predict the reaction product. The product is: [NH2:17][C:11]1[N:10]=[C:9]([O:18][CH2:19][CH2:20][CH2:21][CH3:22])[N:8]=[C:7]2[C:12]=1[NH:13][C:14](=[O:15])[N:6]2[CH2:5][CH2:4][CH2:3][CH2:2][N:28]([CH2:48][C:44]1[CH:43]=[C:42]([CH2:41][C:40]([O:39][CH3:38])=[O:50])[CH:47]=[CH:46][CH:45]=1)[CH2:27][C:26]([CH3:30])([CH3:29])[CH2:25][N:24]([CH3:31])[CH3:23]. (5) Given the reactants C([O:3][C:4](=[O:28])[C:5]([CH3:27])=[CH:6][C:7]1[CH:12]=[CH:11][C:10]([C:13]#[C:14][C:15]2[CH:20]=[CH:19][CH:18]=[C:17]([CH2:21][N:22]([CH:24]3[CH2:26][CH2:25]3)[CH3:23])[CH:16]=2)=[CH:9][CH:8]=1)C.[OH-].[K+], predict the reaction product. The product is: [CH:24]1([N:22]([CH2:21][C:17]2[CH:16]=[C:15]([C:14]#[C:13][C:10]3[CH:11]=[CH:12][C:7]([CH:6]=[C:5]([CH3:27])[C:4]([OH:28])=[O:3])=[CH:8][CH:9]=3)[CH:20]=[CH:19][CH:18]=2)[CH3:23])[CH2:25][CH2:26]1. (6) Given the reactants Br[C:2]1[S:6][C:5]([C:7]2[N:11]3[N:12]=[C:13]([CH3:21])[CH:14]=[C:15]([CH:16]([CH2:19][CH3:20])[CH2:17][CH3:18])[C:10]3=[N:9][C:8]=2[CH3:22])=[C:4]([CH3:23])[CH:3]=1.[I-].[CH3:25][C:26]1[CH:31]=[CH:30][CH:29]=[CH:28][C:27]=1[Zn+].C1COCC1, predict the reaction product. The product is: [CH2:17]([CH:16]([C:15]1[C:10]2[N:11]([C:7]([C:5]3[S:6][C:2]([C:27]4[CH:28]=[CH:29][CH:30]=[CH:31][C:26]=4[CH3:25])=[CH:3][C:4]=3[CH3:23])=[C:8]([CH3:22])[N:9]=2)[N:12]=[C:13]([CH3:21])[CH:14]=1)[CH2:19][CH3:20])[CH3:18].